From a dataset of Catalyst prediction with 721,799 reactions and 888 catalyst types from USPTO. Predict which catalyst facilitates the given reaction. (1) Reactant: [N:1]1[C:2]([C:10]([OH:12])=O)=[CH:3][N:4]2[CH:9]=[CH:8][CH:7]=[CH:6][C:5]=12.[C:13]([C:17]1[N:22]=[C:21]([N:23]2[CH2:28][CH2:27][N:26]([CH2:29][CH2:30][CH2:31][CH2:32][NH2:33])[CH2:25][CH2:24]2)[CH:20]=[C:19]([CH:34]2[CH2:36][CH2:35]2)[N:18]=1)([CH3:16])([CH3:15])[CH3:14]. Product: [C:13]([C:17]1[N:22]=[C:21]([N:23]2[CH2:24][CH2:25][N:26]([CH2:29][CH2:30][CH2:31][CH2:32][NH:33][C:10]([C:2]3[N:1]=[C:5]4[CH:6]=[CH:7][CH:8]=[CH:9][N:4]4[CH:3]=3)=[O:12])[CH2:27][CH2:28]2)[CH:20]=[C:19]([CH:34]2[CH2:36][CH2:35]2)[N:18]=1)([CH3:16])([CH3:14])[CH3:15]. The catalyst class is: 147. (2) Reactant: [CH2:1]([O:8][C:9](=[O:24])[CH2:10][CH2:11][C@H:12]([NH:16][C:17]([O:19][C:20]([CH3:23])([CH3:22])[CH3:21])=[O:18])[C:13]([OH:15])=O)[C:2]1[CH:7]=[CH:6][CH:5]=[CH:4][CH:3]=1.[C:25]([NH:28][NH2:29])(=O)[CH3:26]. Product: [CH2:1]([O:8][C:9](=[O:24])[CH2:10][CH2:11][C@H:12]([NH:16][C:17]([O:19][C:20]([CH3:23])([CH3:22])[CH3:21])=[O:18])[C:13]1[O:15][C:25]([CH3:26])=[N:28][N:29]=1)[C:2]1[CH:3]=[CH:4][CH:5]=[CH:6][CH:7]=1. The catalyst class is: 7. (3) Reactant: [CH3:1][C:2]1([CH3:29])[O:7][C:6]2[CH:8]=[C:9](/[CH:12]=[CH:13]/[C:14]([N:16]([CH3:28])[CH2:17][C:18]3[O:19][C:20]4[CH:27]=[CH:26][CH:25]=[CH:24][C:21]=4[C:22]=3[CH3:23])=[O:15])[CH:10]=[N:11][C:5]=2[NH:4][CH2:3]1.[ClH:30]. Product: [ClH:30].[CH3:1][C:2]1([CH3:29])[O:7][C:6]2[CH:8]=[C:9](/[CH:12]=[CH:13]/[C:14]([N:16]([CH3:28])[CH2:17][C:18]3[O:19][C:20]4[CH:27]=[CH:26][CH:25]=[CH:24][C:21]=4[C:22]=3[CH3:23])=[O:15])[CH:10]=[N:11][C:5]=2[NH:4][CH2:3]1. The catalyst class is: 343.